This data is from Forward reaction prediction with 1.9M reactions from USPTO patents (1976-2016). The task is: Predict the product of the given reaction. (1) Given the reactants [CH2:1]([O:3][C:4](=[O:21])[C:5](=[O:20])[C:6]1[CH:15]=[CH:14][C:13]2[C:12]([CH3:17])([CH3:16])[CH2:11][CH2:10][C:9]([CH3:19])([CH3:18])[C:8]=2[CH:7]=1)[CH3:2].[CH2:22](O[Si](C)(C)C)[CH2:23][CH2:24][CH3:25].O([Si](C)(C)C)S(C(F)(F)F)(=O)=O.C([SiH](CC)CC)C.Cl, predict the reaction product. The product is: [CH2:1]([O:3][C:4](=[O:21])[CH:5]([O:20][CH2:22][CH2:23][CH2:24][CH3:25])[C:6]1[CH:15]=[CH:14][C:13]2[C:12]([CH3:16])([CH3:17])[CH2:11][CH2:10][C:9]([CH3:19])([CH3:18])[C:8]=2[CH:7]=1)[CH3:2]. (2) Given the reactants [N:1]1[CH:6]=[CH:5][CH:4]=[C:3]([C:7]2[CH:8]=[CH:9][C:10]3[N:11]([C:13]([CH:16]=[O:17])=[CH:14][N:15]=3)[CH:12]=2)[CH:2]=1.Br[C:19]1C=CC2N(C(C=O)=CN=2)C=1.CC1N=CC(B(O)O)=CC=1, predict the reaction product. The product is: [CH3:19][C:6]1[N:1]=[CH:2][C:3]([C:7]2[CH:8]=[CH:9][C:10]3[N:11]([C:13]([CH:16]=[O:17])=[CH:14][N:15]=3)[CH:12]=2)=[CH:4][CH:5]=1.